This data is from Protein-peptide binding for MDM2, ACE2, and 12ca5 with 34 validated binders. The task is: Binary Classification. Given protein and peptide amino acid sequences, predict whether they interact or not. (1) The protein target is MDM2 with sequence MCNTNMSVPTDGAVTTSQIPASEQETLVRPKPLLLKLLKSVGAQKDTYTMKEVLFYLGQYIMTKRLYDEKQQHIVYCSNDLLGDLFGVPSFSVKEHRKIYTMIYRNLVVVNQQESSDSGTSVSENRCHLEGGSDQKDLVQELQEEKPSSSHLVSRPSTSSRRRAISETEENSDELSGERQRKRHKSDSISLSFDESLALCVIREICCERSSSSESTGTPSNPDLDAGVSEHSGDWLDQDSVSDQFSVEFEVESLDSEDYSLSEEGQELSDEDDEVYQVTVYQAGESDTDSFEEDPEISLADYWKCTSCNEMNPPLPSHCNRCWALRENWLPEDKGKDKGEISEKAKLENSTQAEEGFDVPDCKKTIVNDSRESCVEENDDKITQASQSQESEDYSQPSTSSSIIYSSQEDVKEFEREETQDKEESVESSLPLNAIEPCVICQGRPKNGCIVHGKTGHLMACFTCAKKLKKRNKPCPVCRQPIQMIVLTYFP. The peptide is TSAAEYWNLLAPK. (2) The protein target is ACE2 with sequence MSSSSWLLLSLVAVTAAQSTIEEQAKTFLDKFNHEAEDLFYQSSLASWNYNTNITEENVQNMNNAGDKWSAFLKEQSTLAQMYPLQEIQNLTVKLQLQALQQNGSSVLSEDKSKRLNTILNTMSTIYSTGKVCNPDNPQECLLLEPGLNEIMANSLDYNERLWAWESWRSEVGKQLRPLYEEYVVLKNEMARANHYEDYGDYWRGDYEVNGVDGYDYSRGQLIEDVEHTFEEIKPLYEHLHAYVRAKLMNAYPSYISPIGCLPAHLLGDMWGRFWTNLYSLTVPFGQKPNIDVTDAMVDQAWDAQRIFKEAEKFFVSVGLPNMTQGFWENSMLTDPGNVQKAVCHPTAWDLGKGDFRILMCTKVTMDDFLTAHHEMGHIQYDMAYAAQPFLLRNGANEGFHEAVGEIMSLSAATPKHLKSIGLLSPDFQEDNETEINFLLKQALTIVGTLPFTYMLEKWRWMVFKGEIPKDQWMKKWWEMKREIVGVVEPVPHDETYCDP.... The peptide is DNRGPDVSYYKWK. (3) The protein target is MDM2 with sequence MCNTNMSVPTDGAVTTSQIPASEQETLVRPKPLLLKLLKSVGAQKDTYTMKEVLFYLGQYIMTKRLYDEKQQHIVYCSNDLLGDLFGVPSFSVKEHRKIYTMIYRNLVVVNQQESSDSGTSVSENRCHLEGGSDQKDLVQELQEEKPSSSHLVSRPSTSSRRRAISETEENSDELSGERQRKRHKSDSISLSFDESLALCVIREICCERSSSSESTGTPSNPDLDAGVSEHSGDWLDQDSVSDQFSVEFEVESLDSEDYSLSEEGQELSDEDDEVYQVTVYQAGESDTDSFEEDPEISLADYWKCTSCNEMNPPLPSHCNRCWALRENWLPEDKGKDKGEISEKAKLENSTQAEEGFDVPDCKKTIVNDSRESCVEENDDKITQASQSQESEDYSQPSTSSSIIYSSQEDVKEFEREETQDKEESVESSLPLNAIEPCVICQGRPKNGCIVHGKTGHLMACFTCAKKLKKRNKPCPVCRQPIQMIVLTYFP. The peptide is ASFAEYWAALAPK. (4) The protein target is MDM2 with sequence MCNTNMSVPTDGAVTTSQIPASEQETLVRPKPLLLKLLKSVGAQKDTYTMKEVLFYLGQYIMTKRLYDEKQQHIVYCSNDLLGDLFGVPSFSVKEHRKIYTMIYRNLVVVNQQESSDSGTSVSENRCHLEGGSDQKDLVQELQEEKPSSSHLVSRPSTSSRRRAISETEENSDELSGERQRKRHKSDSISLSFDESLALCVIREICCERSSSSESTGTPSNPDLDAGVSEHSGDWLDQDSVSDQFSVEFEVESLDSEDYSLSEEGQELSDEDDEVYQVTVYQAGESDTDSFEEDPEISLADYWKCTSCNEMNPPLPSHCNRCWALRENWLPEDKGKDKGEISEKAKLENSTQAEEGFDVPDCKKTIVNDSRESCVEENDDKITQASQSQESEDYSQPSTSSSIIYSSQEDVKEFEREETQDKEESVESSLPLNAIEPCVICQGRPKNGCIVHGKTGHLMACFTCAKKLKKRNKPCPVCRQPIQMIVLTYFP. The peptide is AAFAAYWAAASAK. (5) The protein target is MDM2 with sequence MCNTNMSVPTDGAVTTSQIPASEQETLVRPKPLLLKLLKSVGAQKDTYTMKEVLFYLGQYIMTKRLYDEKQQHIVYCSNDLLGDLFGVPSFSVKEHRKIYTMIYRNLVVVNQQESSDSGTSVSENRCHLEGGSDQKDLVQELQEEKPSSSHLVSRPSTSSRRRAISETEENSDELSGERQRKRHKSDSISLSFDESLALCVIREICCERSSSSESTGTPSNPDLDAGVSEHSGDWLDQDSVSDQFSVEFEVESLDSEDYSLSEEGQELSDEDDEVYQVTVYQAGESDTDSFEEDPEISLADYWKCTSCNEMNPPLPSHCNRCWALRENWLPEDKGKDKGEISEKAKLENSTQAEEGFDVPDCKKTIVNDSRESCVEENDDKITQASQSQESEDYSQPSTSSSIIYSSQEDVKEFEREETQDKEESVESSLPLNAIEPCVICQGRPKNGCIVHGKTGHLMACFTCAKKLKKRNKPCPVCRQPIQMIVLTYFP. The peptide is AAFAAYWAAASPK. (6) The peptide is AAFAAYWAALSAK. The protein target is MDM2 with sequence MCNTNMSVPTDGAVTTSQIPASEQETLVRPKPLLLKLLKSVGAQKDTYTMKEVLFYLGQYIMTKRLYDEKQQHIVYCSNDLLGDLFGVPSFSVKEHRKIYTMIYRNLVVVNQQESSDSGTSVSENRCHLEGGSDQKDLVQELQEEKPSSSHLVSRPSTSSRRRAISETEENSDELSGERQRKRHKSDSISLSFDESLALCVIREICCERSSSSESTGTPSNPDLDAGVSEHSGDWLDQDSVSDQFSVEFEVESLDSEDYSLSEEGQELSDEDDEVYQVTVYQAGESDTDSFEEDPEISLADYWKCTSCNEMNPPLPSHCNRCWALRENWLPEDKGKDKGEISEKAKLENSTQAEEGFDVPDCKKTIVNDSRESCVEENDDKITQASQSQESEDYSQPSTSSSIIYSSQEDVKEFEREETQDKEESVESSLPLNAIEPCVICQGRPKNGCIVHGKTGHLMACFTCAKKLKKRNKPCPVCRQPIQMIVLTYFP.